Task: Predict the reactants needed to synthesize the given product.. Dataset: Full USPTO retrosynthesis dataset with 1.9M reactions from patents (1976-2016) Given the product [NH2:1][C:2]1[N:7]([CH3:13])[C:6](=[O:8])[CH:5]=[C:4]([Cl:9])[N:3]=1, predict the reactants needed to synthesize it. The reactants are: [NH2:1][C:2]1[NH:7][C:6](=[O:8])[CH:5]=[C:4]([Cl:9])[N:3]=1.[OH-].[Na+].I[CH3:13].